From a dataset of Catalyst prediction with 721,799 reactions and 888 catalyst types from USPTO. Predict which catalyst facilitates the given reaction. (1) Reactant: C1(P(C2C=CC=CC=2)C2C=CC=CC=2)C=CC=CC=1.N(C(OCC)=O)=NC(OCC)=O.[C:32]([OH:35])(=[S:34])[CH3:33].C(=O)([O-])O.[Na+].O[CH2:42][CH2:43][N:44]([CH2:62][CH2:63][C:64]1[CH:69]=[CH:68][CH:67]=[CH:66][CH:65]=1)[C:45](=[O:61])[NH:46][C@@H:47]([CH2:57][CH:58]([CH3:60])[CH3:59])[C:48]([N:50]1[CH2:55][CH2:54][N:53]([CH3:56])[CH2:52][CH2:51]1)=[O:49]. Product: [C:32]([S:34][CH2:42][CH2:43][N:44]([CH2:62][CH2:63][C:64]1[CH:65]=[CH:66][CH:67]=[CH:68][CH:69]=1)[C:45](=[O:61])[NH:46][C@@H:47]([CH2:57][CH:58]([CH3:59])[CH3:60])[C:48]([N:50]1[CH2:51][CH2:52][N:53]([CH3:56])[CH2:54][CH2:55]1)=[O:49])(=[O:35])[CH3:33]. The catalyst class is: 7. (2) The catalyst class is: 120. Product: [Cl:1][C:2]1[CH:19]=[CH:18][C:5]2[NH:6][C:7]([C:9]3[CH:17]=[CH:16][C:12]([C:13]([Cl:23])=[O:14])=[CH:11][CH:10]=3)=[N:8][C:4]=2[CH:3]=1. Reactant: [Cl:1][C:2]1[CH:19]=[CH:18][C:5]2[NH:6][C:7]([C:9]3[CH:17]=[CH:16][C:12]([C:13](O)=[O:14])=[CH:11][CH:10]=3)=[N:8][C:4]=2[CH:3]=1.C(Cl)(=O)C([Cl:23])=O. (3) Reactant: Br[C:2]1[CH:3]=[CH:4][C:5]([NH2:8])=[N:6][CH:7]=1.[C:9]1(B(O)O)[CH:14]=[CH:13][CH:12]=[CH:11][CH:10]=1.C([O-])([O-])=O.[Na+].[Na+].O. Product: [C:9]1([C:2]2[CH:3]=[CH:4][C:5]([NH2:8])=[N:6][CH:7]=2)[CH:14]=[CH:13][CH:12]=[CH:11][CH:10]=1. The catalyst class is: 790. (4) Reactant: [F:1][C:2]1[C:3]2[O:28][N:27]=[C:26]([N:29]3[CH:33]=[C:32]([C:34]([O:36]CC)=[O:35])[CH:31]=[N:30]3)[C:4]=2[CH:5]=[C:6]2[C:19]=1[N:18]1[CH2:20][C@@H:21]([CH3:25])[O:22][C@@H:23]([CH3:24])[C@@H:17]1[C:8]1([C:13](=[O:14])[NH:12][C:11](=[O:15])[NH:10][C:9]1=[O:16])[CH2:7]2.[OH-].[Na+].Cl. Product: [F:1][C:2]1[C:3]2[O:28][N:27]=[C:26]([N:29]3[CH:33]=[C:32]([C:34]([OH:36])=[O:35])[CH:31]=[N:30]3)[C:4]=2[CH:5]=[C:6]2[C:19]=1[N:18]1[CH2:20][C@@H:21]([CH3:25])[O:22][C@@H:23]([CH3:24])[C@@H:17]1[C:8]1([C:13](=[O:14])[NH:12][C:11](=[O:15])[NH:10][C:9]1=[O:16])[CH2:7]2. The catalyst class is: 10. (5) Reactant: [CH3:1][NH:2][C@H:3]1[CH2:8][CH2:7][C@H:6]([C:9]2[CH:18]=[CH:17][C:12]3[NH:13][C:14](=[O:16])[O:15][C:11]=3[CH:10]=2)[CH2:5][CH2:4]1.C([O-])(O)=O.[Na+].[CH:24]([C:27]1[CH:32]=[CH:31][C:30]([CH2:33][CH2:34][CH:35]=O)=[CH:29][CH:28]=1)([CH3:26])[CH3:25].[BH-](OC(C)=O)(OC(C)=O)OC(C)=O.[Na+].[OH-].[Na+]. Product: [CH:24]([C:27]1[CH:28]=[CH:29][C:30]([CH2:33][CH2:34][CH2:35][N:2]([CH3:1])[C@H:3]2[CH2:4][CH2:5][C@H:6]([C:9]3[CH:18]=[CH:17][C:12]4[NH:13][C:14](=[O:16])[O:15][C:11]=4[CH:10]=3)[CH2:7][CH2:8]2)=[CH:31][CH:32]=1)([CH3:25])[CH3:26]. The catalyst class is: 100. (6) Reactant: O=[C:2]1[C:11]2=[N:12][N:13]([C:19]3[CH:24]=[CH:23][CH:22]=[CH:21][CH:20]=3)[C:14](CC(O)=O)=[C:10]2[C:9]2[CH:8]=[CH:7][CH:6]=[CH:5][C:4]=2[NH:3]1.[C:25](Cl)(=O)[C:26]([Cl:28])=[O:27].C(Cl)(Cl)[Cl:32]. Product: [Cl:32][C:2]1[C:11]2=[N:12][N:13]([C:19]3[CH:24]=[CH:23][CH:22]=[CH:21][CH:20]=3)[C:14]([CH2:25][C:26]([Cl:28])=[O:27])=[C:10]2[C:9]2[CH:8]=[CH:7][CH:6]=[CH:5][C:4]=2[N:3]=1. The catalyst class is: 3. (7) Reactant: CN(C(ON1N=NC2C=CC=NC1=2)=[N+](C)C)C.F[P-](F)(F)(F)(F)F.[F:25][CH:26]([F:56])[CH2:27][O:28][C:29]1[CH:34]=[CH:33][C:32]([NH:35][C:36](=[O:52])[C:37]2[CH:42]=[C:41]([CH2:43][NH:44][C:45]([C:47]([CH3:50])([CH3:49])[CH3:48])=[O:46])[CH:40]=[CH:39][C:38]=2[Cl:51])=[CH:31][C:30]=1[C:53]([OH:55])=O.[Cl:57][C:58]1[CH:59]=[C:60]([CH:62]=[CH:63][C:64]=1[F:65])[NH2:61]. Product: [F:25][CH:26]([F:56])[CH2:27][O:28][C:29]1[CH:34]=[CH:33][C:32]([NH:35][C:36](=[O:52])[C:37]2[CH:42]=[C:41]([CH2:43][NH:44][C:45]([C:47]([CH3:50])([CH3:49])[CH3:48])=[O:46])[CH:40]=[CH:39][C:38]=2[Cl:51])=[CH:31][C:30]=1[C:53]([NH:61][C:60]1[CH:62]=[CH:63][C:64]([F:65])=[C:58]([Cl:57])[CH:59]=1)=[O:55]. The catalyst class is: 1. (8) Reactant: [F:1][C:2]1[CH:10]=[C:9]2[C:5]([C:6]([C:11]3[CH:12]=[CH:13][C:14]4[S:18](=[O:20])(=[O:19])[N:17]([CH2:21][CH:22]5[CH2:27][CH2:26][NH:25][CH2:24][CH2:23]5)[CH:16]([CH3:28])[C:15]=4[CH:29]=3)=[CH:7][NH:8]2)=[CH:4][CH:3]=1.C=O.[BH3-][C:33]#N.[Na+]. Product: [F:1][C:2]1[CH:10]=[C:9]2[C:5]([C:6]([C:11]3[CH:12]=[CH:13][C:14]4[S:18](=[O:19])(=[O:20])[N:17]([CH2:21][CH:22]5[CH2:27][CH2:26][N:25]([CH3:33])[CH2:24][CH2:23]5)[CH:16]([CH3:28])[C:15]=4[CH:29]=3)=[CH:7][NH:8]2)=[CH:4][CH:3]=1. The catalyst class is: 5. (9) Reactant: [CH2:1]([O:8][C:9]([C@@H:11]1[CH2:15][C@@H:14]([OH:16])[CH2:13][N:12]1[S:17]([C:20]1[CH:29]=[CH:28][C:27]2[C:22](=[CH:23][CH:24]=[CH:25][CH:26]=2)[CH:21]=1)(=[O:19])=[O:18])=[O:10])[C:2]1[CH:7]=[CH:6][CH:5]=[CH:4][CH:3]=1.B(F)(F)F.CCOCC.[CH3:39][C:40](=[CH2:42])[CH3:41].C(=O)(O)[O-].[Na+]. Product: [CH2:1]([O:8][C:9]([C@@H:11]1[CH2:15][C@@H:14]([O:16][C:40]([CH3:42])([CH3:41])[CH3:39])[CH2:13][N:12]1[S:17]([C:20]1[CH:29]=[CH:28][C:27]2[C:22](=[CH:23][CH:24]=[CH:25][CH:26]=2)[CH:21]=1)(=[O:19])=[O:18])=[O:10])[C:2]1[CH:7]=[CH:6][CH:5]=[CH:4][CH:3]=1. The catalyst class is: 4.